Dataset: NCI-60 drug combinations with 297,098 pairs across 59 cell lines. Task: Regression. Given two drug SMILES strings and cell line genomic features, predict the synergy score measuring deviation from expected non-interaction effect. (1) Drug 1: CC(CN1CC(=O)NC(=O)C1)N2CC(=O)NC(=O)C2. Drug 2: CCCCCOC(=O)NC1=NC(=O)N(C=C1F)C2C(C(C(O2)C)O)O. Cell line: SF-295. Synergy scores: CSS=26.1, Synergy_ZIP=-6.76, Synergy_Bliss=-4.36, Synergy_Loewe=-9.77, Synergy_HSA=-3.50. (2) Drug 1: CC(CN1CC(=O)NC(=O)C1)N2CC(=O)NC(=O)C2. Drug 2: C1=NC2=C(N1)C(=S)N=CN2. Cell line: MDA-MB-435. Synergy scores: CSS=6.85, Synergy_ZIP=-11.9, Synergy_Bliss=-23.6, Synergy_Loewe=-64.7, Synergy_HSA=-23.3. (3) Drug 1: CC1=C(C(=O)C2=C(C1=O)N3CC4C(C3(C2COC(=O)N)OC)N4)N. Drug 2: C(CN)CNCCSP(=O)(O)O. Cell line: T-47D. Synergy scores: CSS=30.4, Synergy_ZIP=-9.06, Synergy_Bliss=0.689, Synergy_Loewe=-49.7, Synergy_HSA=4.66. (4) Drug 1: CNC(=O)C1=CC=CC=C1SC2=CC3=C(C=C2)C(=NN3)C=CC4=CC=CC=N4. Drug 2: B(C(CC(C)C)NC(=O)C(CC1=CC=CC=C1)NC(=O)C2=NC=CN=C2)(O)O. Cell line: NCIH23. Synergy scores: CSS=2.62, Synergy_ZIP=-3.25, Synergy_Bliss=-7.02, Synergy_Loewe=-11.4, Synergy_HSA=-7.74. (5) Drug 1: C1=CN(C=N1)CC(O)(P(=O)(O)O)P(=O)(O)O. Drug 2: CCC1(C2=C(COC1=O)C(=O)N3CC4=CC5=C(C=CC(=C5CN(C)C)O)N=C4C3=C2)O.Cl. Cell line: SF-539. Synergy scores: CSS=23.8, Synergy_ZIP=-1.14, Synergy_Bliss=-2.07, Synergy_Loewe=-31.6, Synergy_HSA=0.00479. (6) Drug 1: CCCS(=O)(=O)NC1=C(C(=C(C=C1)F)C(=O)C2=CNC3=C2C=C(C=N3)C4=CC=C(C=C4)Cl)F. Drug 2: CCC1(CC2CC(C3=C(CCN(C2)C1)C4=CC=CC=C4N3)(C5=C(C=C6C(=C5)C78CCN9C7C(C=CC9)(C(C(C8N6C)(C(=O)OC)O)OC(=O)C)CC)OC)C(=O)OC)O.OS(=O)(=O)O. Cell line: NCI/ADR-RES. Synergy scores: CSS=4.96, Synergy_ZIP=3.00, Synergy_Bliss=4.16, Synergy_Loewe=5.51, Synergy_HSA=3.25. (7) Drug 1: CN1CCC(CC1)COC2=C(C=C3C(=C2)N=CN=C3NC4=C(C=C(C=C4)Br)F)OC. Drug 2: COC1=C(C=C2C(=C1)N=CN=C2NC3=CC(=C(C=C3)F)Cl)OCCCN4CCOCC4. Cell line: NCI/ADR-RES. Synergy scores: CSS=29.2, Synergy_ZIP=-2.19, Synergy_Bliss=3.56, Synergy_Loewe=4.55, Synergy_HSA=5.31. (8) Drug 1: CC(C)(C#N)C1=CC(=CC(=C1)CN2C=NC=N2)C(C)(C)C#N. Drug 2: C1=NC2=C(N=C(N=C2N1C3C(C(C(O3)CO)O)F)Cl)N. Cell line: SW-620. Synergy scores: CSS=1.07, Synergy_ZIP=-0.991, Synergy_Bliss=-1.42, Synergy_Loewe=-1.30, Synergy_HSA=-1.40. (9) Drug 1: C1CN1P(=S)(N2CC2)N3CC3. Drug 2: CCC1=C2CN3C(=CC4=C(C3=O)COC(=O)C4(CC)O)C2=NC5=C1C=C(C=C5)O. Cell line: UO-31. Synergy scores: CSS=26.3, Synergy_ZIP=-7.21, Synergy_Bliss=2.90, Synergy_Loewe=-41.0, Synergy_HSA=2.00.